This data is from Full USPTO retrosynthesis dataset with 1.9M reactions from patents (1976-2016). The task is: Predict the reactants needed to synthesize the given product. (1) Given the product [ClH:32].[ClH:32].[ClH:32].[F:1][C:2]1[CH:3]=[CH:4][C:5]([C:6]([CH:8]2[CH2:13][CH2:12][N:11]([CH2:27][CH:25]([C:22]3[CH:23]=[CH:24][C:19]([CH:16]([CH3:18])[CH3:17])=[CH:20][CH:21]=3)[N:40]3[CH:44]=[N:43][CH:42]=[N:41]3)[CH2:10][CH2:9]2)=[O:7])=[CH:14][CH:15]=1, predict the reactants needed to synthesize it. The reactants are: [F:1][C:2]1[CH:15]=[CH:14][C:5]([C:6]([CH:8]2[CH2:13][CH2:12][NH:11][CH2:10][CH2:9]2)=[O:7])=[CH:4][CH:3]=1.[CH:16]([C:19]1[CH:24]=[CH:23][C:22]([CH:25]2[CH2:27]O2)=[CH:21][CH:20]=1)([CH3:18])[CH3:17].CS([Cl:32])(=O)=O.C(N(CC)CC)C.[NH:40]1[CH:44]=[N:43][CH:42]=[N:41]1. (2) Given the product [N:1]1[CH:6]=[CH:5][CH:4]=[CH:3][C:2]=1[CH2:7][O:8][C:9]1[CH:10]=[CH:11][C:12]([C@@:15]2([C:22]3[CH:27]=[CH:26][C:25]([CH:28]=[O:29])=[CH:24][CH:23]=3)[CH2:20][CH:19]3[CH2:21][CH:16]2[CH2:17][CH2:18]3)=[CH:13][CH:14]=1, predict the reactants needed to synthesize it. The reactants are: [N:1]1[CH:6]=[CH:5][CH:4]=[CH:3][C:2]=1[CH2:7][O:8][C:9]1[CH:14]=[CH:13][C:12]([C@@:15]2([C:22]3[CH:27]=[CH:26][C:25]([CH2:28][OH:29])=[CH:24][CH:23]=3)[CH2:20][CH:19]3[CH2:21][CH:16]2[CH2:17][CH2:18]3)=[CH:11][CH:10]=1.